From a dataset of Catalyst prediction with 721,799 reactions and 888 catalyst types from USPTO. Predict which catalyst facilitates the given reaction. (1) Reactant: [Br:1][C:2]1[CH:3]=[C:4]([CH:7]=[C:8]([N+:10]([O-:12])=[O:11])[CH:9]=1)[CH:5]=[O:6].[BH4-].[Na+].O. Product: [Br:1][C:2]1[CH:3]=[C:4]([CH:7]=[C:8]([N+:10]([O-:12])=[O:11])[CH:9]=1)[CH2:5][OH:6]. The catalyst class is: 1. (2) Reactant: [Cl:1][C:2]1[CH:10]=[C:9]([CH:11]([NH:13][C:14]2[CH:19]=[C:18]([N:20]3[CH2:25][CH2:24][NH:23][CH2:22][CH2:21]3)[CH:17]=[CH:16][C:15]=2[S:26]([CH3:29])(=[O:28])=[O:27])[CH3:12])[C:5]2[O:6][CH2:7][O:8][C:4]=2[CH:3]=1.Cl. Product: [ClH:1].[Cl:1][C:2]1[CH:10]=[C:9]([CH:11]([NH:13][C:14]2[CH:19]=[C:18]([N:20]3[CH2:25][CH2:24][NH:23][CH2:22][CH2:21]3)[CH:17]=[CH:16][C:15]=2[S:26]([CH3:29])(=[O:28])=[O:27])[CH3:12])[C:5]2[O:6][CH2:7][O:8][C:4]=2[CH:3]=1. The catalyst class is: 268. (3) Reactant: [F:1][C:2]1[CH:3]=[C:4]2[C:8](=[CH:9][CH:10]=1)[NH:7][CH:6]=[CH:5]2.[N:11]1[CH:16]=[CH:15][C:14]([CH:17]=[O:18])=[CH:13][CH:12]=1.[OH-].[Na+].O. Product: [F:1][C:2]1[CH:3]=[C:4]2[C:8](=[CH:9][CH:10]=1)[NH:7][CH:6]=[C:5]2[CH:17]([C:14]1[CH:15]=[CH:16][N:11]=[CH:12][CH:13]=1)[OH:18]. The catalyst class is: 5. (4) Reactant: [F:1][C:2]([F:12])([C:6]1[CH:11]=[CH:10][CH:9]=[CH:8][CH:7]=1)[C:3](O)=[O:4].C(Cl)(=O)C([Cl:16])=O.CN(C)C=O. Product: [C:6]1([C:2]([C:3]([Cl:16])=[O:4])([F:12])[F:1])[CH:11]=[CH:10][CH:9]=[CH:8][CH:7]=1. The catalyst class is: 2. (5) Reactant: [CH:1]1[C:14]2[C:5](=[CH:6][C:7]3[C:12]([C:13]=2[C:15]([N:17]2[CH2:22][CH2:21][CH:20]([N:23]4[CH2:44][CH2:43][CH2:42][C:25]5([N:29]=[C:28]([CH3:30])[N:27]([CH2:31][CH2:32][O:33][Si](C(C)(C)C)(C)C)[C:26]5=[O:41])[CH2:24]4)[CH2:19][CH2:18]2)=[O:16])=[CH:11][CH:10]=[CH:9][CH:8]=3)[CH:4]=[CH:3][CH:2]=1.[F-].C([N+](CCCC)(CCCC)CCCC)CCC.O1CCCC1.O. The catalyst class is: 7. Product: [CH:1]1[C:14]2[C:5](=[CH:6][C:7]3[C:12]([C:13]=2[C:15]([N:17]2[CH2:18][CH2:19][CH:20]([N:23]4[CH2:44][CH2:43][CH2:42][C:25]5([N:29]=[C:28]([CH3:30])[N:27]([CH2:31][CH2:32][OH:33])[C:26]5=[O:41])[CH2:24]4)[CH2:21][CH2:22]2)=[O:16])=[CH:11][CH:10]=[CH:9][CH:8]=3)[CH:4]=[CH:3][CH:2]=1. (6) Reactant: C[N:2]([CH3:20])/[CH:3]=[C:4](/[C:10](=[O:19])[C:11]1[CH:16]=[C:15]([I:17])[CH:14]=[CH:13][C:12]=1F)\[C:5]([O:7][CH2:8][CH3:9])=[O:6].[CH3:21][O:22][CH2:23]CN.C(=O)([O-])[O-].[K+].[K+].O. Product: [I:17][C:15]1[CH:16]=[C:11]2[C:12](=[CH:13][CH:14]=1)[N:2]([CH2:20][CH2:21][O:22][CH3:23])[CH:3]=[C:4]([C:5]([O:7][CH2:8][CH3:9])=[O:6])[C:10]2=[O:19]. The catalyst class is: 3. (7) Reactant: [Cl:1][C:2]1[CH:7]=[CH:6][C:5]([C@H:8]2[CH2:13][C@@H:12]([C:14](=[O:21])[CH2:15][C:16](OCC)=[O:17])[CH2:11][CH2:10][N:9]2[C:22]([O:24][CH3:25])=[O:23])=[CH:4][C:3]=1[F:26].[OH-].[Na+].[NH2:29]O.Cl. Product: [Cl:1][C:2]1[CH:7]=[CH:6][C:5]([C@H:8]2[CH2:13][C@@H:12]([C:14]3[O:21][NH:29][C:16](=[O:17])[CH:15]=3)[CH2:11][CH2:10][N:9]2[C:22]([O:24][CH3:25])=[O:23])=[CH:4][C:3]=1[F:26]. The catalyst class is: 24.